The task is: Predict the product of the given reaction.. This data is from Forward reaction prediction with 1.9M reactions from USPTO patents (1976-2016). (1) Given the reactants [Si:1]([O:8][CH2:9][CH2:10][O:11][C:12]1[CH:21]=[C:20]2[C:15]([N:16]=[CH:17][C:18]([C:22]3[CH:28]=[CH:27][C:25]([NH2:26])=[CH:24][CH:23]=3)=[N:19]2)=[CH:14][CH:13]=1)([C:4]([CH3:7])([CH3:6])[CH3:5])([CH3:3])[CH3:2].C=O.C[O-].[Na+].B.[Na].[C:36](=O)([O-])O.[Na+], predict the reaction product. The product is: [Si:1]([O:8][CH2:9][CH2:10][O:11][C:12]1[CH:21]=[C:20]2[C:15]([N:16]=[CH:17][C:18]([C:22]3[CH:28]=[CH:27][C:25]([NH:26][CH3:36])=[CH:24][CH:23]=3)=[N:19]2)=[CH:14][CH:13]=1)([C:4]([CH3:7])([CH3:5])[CH3:6])([CH3:3])[CH3:2]. (2) Given the reactants [F:1][C:2]1[CH:7]=[C:6]([CH2:8][N:9]=[C:10]=[O:11])[CH:5]=[CH:4][C:3]=1[C:12]([F:15])([F:14])[F:13].[NH2:16][C:17]1[CH:26]=[CH:25][CH:24]=[C:23]2[C:18]=1[CH:19]=[C:20]([NH:27]C(=O)C)[N:21]=[CH:22]2.CCN(C(C)C)C(C)C, predict the reaction product. The product is: [NH2:27][C:20]1[N:21]=[CH:22][C:23]2[C:18]([CH:19]=1)=[C:17]([NH:16][C:10]([NH:9][CH2:8][C:6]1[CH:5]=[CH:4][C:3]([C:12]([F:13])([F:14])[F:15])=[C:2]([F:1])[CH:7]=1)=[O:11])[CH:26]=[CH:25][CH:24]=2. (3) Given the reactants [C:1]([O:5][C:6](=[O:16])[NH:7][C:8]1[CH:13]=[CH:12][C:11]([Cl:14])=[CH:10][C:9]=1[CH3:15])([CH3:4])([CH3:3])[CH3:2].[Li]C(CC)C.CON(C)[C:25](=[O:29])[CH:26]([CH3:28])[CH3:27].Cl, predict the reaction product. The product is: [C:1]([O:5][C:6](=[O:16])[NH:7][C:8]1[CH:13]=[CH:12][C:11]([Cl:14])=[CH:10][C:9]=1[CH2:15][C:25](=[O:29])[CH:26]([CH3:28])[CH3:27])([CH3:4])([CH3:3])[CH3:2]. (4) Given the reactants [H-].[Na+].[C:3]([CH2:5][C:6]([O:8][CH2:9][CH3:10])=[O:7])#[N:4].Cl[CH2:12][CH2:13][O:14][CH2:15][CH2:16]Cl, predict the reaction product. The product is: [C:3]([C:5]1([C:6]([O:8][CH2:9][CH3:10])=[O:7])[CH2:16][CH2:15][O:14][CH2:13][CH2:12]1)#[N:4]. (5) The product is: [CH3:1][O:2][CH2:3][CH2:9][O:29][C:21]1[CH:22]=[C:23]([C:25]([F:26])([F:27])[F:28])[CH:24]=[C:19]([N+:16]([O-:18])=[O:17])[CH:20]=1. Given the reactants [CH3:1][O:2][C:3]1C=C([CH:9]=[C:3]([O:2][CH:1]2CCOC2)[CH:9]=1)N.[N+:16]([C:19]1[CH:20]=[C:21]([OH:29])[CH:22]=[C:23]([C:25]([F:28])([F:27])[F:26])[CH:24]=1)([O-:18])=[O:17].COC(O)C, predict the reaction product. (6) Given the reactants [C:1]1([C:7](=O)[CH2:8][C:9]2[CH:14]=[CH:13][CH:12]=[CH:11][CH:10]=2)[CH:6]=[CH:5][CH:4]=[CH:3][CH:2]=1.[CH2:16]([O:18][C:19]1[CH:29]=[C:28]([CH:30]=O)[CH:27]=[CH:26][C:20]=1[C:21]([O:23][CH2:24][CH3:25])=[O:22])[CH3:17].[NH2:32][C:33]([NH2:35])=[O:34].Cl, predict the reaction product. The product is: [CH2:16]([O:18][C:19]1[CH:29]=[C:28]([CH:30]2[C:8]([C:9]3[CH:14]=[CH:13][CH:12]=[CH:11][CH:10]=3)=[C:7]([C:1]3[CH:6]=[CH:5][CH:4]=[CH:3][CH:2]=3)[NH:35][C:33](=[O:34])[NH:32]2)[CH:27]=[CH:26][C:20]=1[C:21]([O:23][CH2:24][CH3:25])=[O:22])[CH3:17].